This data is from Catalyst prediction with 721,799 reactions and 888 catalyst types from USPTO. The task is: Predict which catalyst facilitates the given reaction. (1) Reactant: [C:1]([C:5]1[CH:6]=[C:7]([NH2:26])[N:8]([C:10]2[CH:11]=[N:12][CH:13]=[C:14]([O:16][CH2:17][CH2:18][O:19]C3CCCCO3)[CH:15]=2)[N:9]=1)([CH3:4])([CH3:3])[CH3:2].C1(C)C=CC(S([O-])(=O)=O)=CC=1.[NH+]1C=CC=CC=1. Product: [NH2:26][C:7]1[N:8]([C:10]2[CH:15]=[C:14]([O:16][CH2:17][CH2:18][OH:19])[CH:13]=[N:12][CH:11]=2)[N:9]=[C:5]([C:1]([CH3:4])([CH3:3])[CH3:2])[CH:6]=1. The catalyst class is: 5. (2) Reactant: [Cl:1][C:2]1[N:7]=[C:6](Cl)[CH:5]=[CH:4][N:3]=1.[OH:9][C:10]1[CH:37]=[CH:36][CH:35]=[CH:34][C:11]=1[CH2:12][NH:13][C:14]([NH:16][C:17]1[N:21]([C:22]2[CH:27]=[CH:26][CH:25]=[C:24]([O:28][CH3:29])[CH:23]=2)[N:20]=[C:19]([C:30]([CH3:33])([CH3:32])[CH3:31])[CH:18]=1)=[O:15].[OH-].[Na+].[Cl-].[NH4+]. The catalyst class is: 21. Product: [Cl:1][C:2]1[N:7]=[C:6]([O:9][C:10]2[CH:37]=[CH:36][CH:35]=[CH:34][C:11]=2[CH2:12][NH:13][C:14]([NH:16][C:17]2[N:21]([C:22]3[CH:27]=[CH:26][CH:25]=[C:24]([O:28][CH3:29])[CH:23]=3)[N:20]=[C:19]([C:30]([CH3:31])([CH3:32])[CH3:33])[CH:18]=2)=[O:15])[CH:5]=[CH:4][N:3]=1. (3) Reactant: [C:1]([C@@:3]1([OH:19])[C@H:7]([OH:8])[C@@H:6]([CH2:9][OH:10])[O:5][C@H:4]1[N:11]1[CH:16]=[CH:15][C:14](=[O:17])[NH:13][C:12]1=[O:18])#[CH:2].C([Mg]Cl)(C)(C)C.[Cl:26][C:27]1[CH:60]=[CH:59][C:30]([O:31][P:32]([NH:46][C@@H:47]([CH3:58])[C:48]([O:50][CH2:51][C:52]2[CH:57]=[CH:56][CH:55]=[CH:54][CH:53]=2)=[O:49])(OC2C(F)=C(F)C(F)=C(F)C=2F)=[O:33])=[CH:29][CH:28]=1. Product: [Cl:26][C:27]1[CH:28]=[CH:29][C:30]([O:31][P:32]([NH:46][C@@H:47]([CH3:58])[C:48]([O:50][CH2:51][C:52]2[CH:53]=[CH:54][CH:55]=[CH:56][CH:57]=2)=[O:49])([O:10][CH2:9][C@@H:6]2[C@@H:7]([OH:8])[C@@:3]([C:1]#[CH:2])([OH:19])[C@H:4]([N:11]3[CH:16]=[CH:15][C:14](=[O:17])[NH:13][C:12]3=[O:18])[O:5]2)=[O:33])=[CH:59][CH:60]=1. The catalyst class is: 1. (4) Reactant: [Cl:1][C:2]1[CH:3]=[CH:4][C:5]([O:38][CH:39]([F:41])[F:40])=[C:6]([C:8]2[C:12]([NH:13][C:14]([C:16]3[CH:17]=[N:18][N:19]4[CH:24]=[CH:23][CH:22]=[N:21][C:20]=34)=[O:15])=[CH:11][N:10]([CH2:25][CH:26]=[C:27]3[CH2:32][CH2:31][CH:30]([NH:33][CH2:34][CH2:35][C:36]#[N:37])[CH2:29][CH2:28]3)[N:9]=2)[CH:7]=1.C=O.[BH3-][C:45]#N.[Na+]. Product: [Cl:1][C:2]1[CH:3]=[CH:4][C:5]([O:38][CH:39]([F:41])[F:40])=[C:6]([C:8]2[C:12]([NH:13][C:14]([C:16]3[CH:17]=[N:18][N:19]4[CH:24]=[CH:23][CH:22]=[N:21][C:20]=34)=[O:15])=[CH:11][N:10]([CH2:25][CH:26]=[C:27]3[CH2:32][CH2:31][CH:30]([N:33]([CH2:34][CH2:35][C:36]#[N:37])[CH3:45])[CH2:29][CH2:28]3)[N:9]=2)[CH:7]=1. The catalyst class is: 5.